This data is from Forward reaction prediction with 1.9M reactions from USPTO patents (1976-2016). The task is: Predict the product of the given reaction. The product is: [Br:9][C:10]1[CH:23]=[CH:22][C:21]2[O:20][C:19]3[C:14](=[CH:15][CH:16]=[CH:17][CH:18]=3)[C:13](=[O:25])[C:12]=2[CH:11]=1. Given the reactants S([O-])([O-])=O.[Na+].[Na+].BrBr.[Br:9][C:10]1[CH:23]=[CH:22][C:21]2[O:20][C:19]3[C:14](=[CH:15][C:16](Br)=[CH:17][CH:18]=3)[C:13](=[O:25])[C:12]=2[CH:11]=1, predict the reaction product.